Dataset: Full USPTO retrosynthesis dataset with 1.9M reactions from patents (1976-2016). Task: Predict the reactants needed to synthesize the given product. (1) Given the product [CH2:14]([O:16][C:17](=[O:21])[CH2:18][CH2:19][S:20][C:2]1[S:6][C:5]([NH2:7])=[N:4][CH:3]=1)[CH3:15], predict the reactants needed to synthesize it. The reactants are: Br[C:2]1[S:6][C:5]([NH2:7])=[N:4][CH:3]=1.C([O-])([O-])=O.[K+].[K+].[CH2:14]([O:16][C:17](=[O:21])[CH2:18][CH2:19][SH:20])[CH3:15].O. (2) Given the product [Cl:1][C:2]1[C:7]2=[CH:8][N:9]([CH2:25][C:15]3[CH:16]=[N:17][C:18]([O:19][CH2:20][C:21]([F:24])([F:23])[F:22])=[C:13]([CH3:12])[CH:14]=3)[N:10]=[C:6]2[CH:5]=[C:4]([CH3:11])[N:3]=1, predict the reactants needed to synthesize it. The reactants are: [Cl:1][C:2]1[C:7]2[CH:8]=[N:9][NH:10][C:6]=2[CH:5]=[C:4]([CH3:11])[N:3]=1.[CH3:12][C:13]1[CH:14]=[C:15]([CH2:25]O)[CH:16]=[N:17][C:18]=1[O:19][CH2:20][C:21]([F:24])([F:23])[F:22].C(C=P(CCCC)(CCCC)CCCC)#N. (3) The reactants are: [CH:1]12[CH2:7][CH:4]([CH2:5][CH2:6]1)[CH2:3][C@@H:2]2[NH:8][C:9]1[S:10][C:11]([CH3:22])([CH2:15][CH:16]2[CH2:21][CH2:20][NH:19][CH2:18][CH2:17]2)[C:12](=[O:14])[N:13]=1.[C:23](OC(=O)C)(=[O:25])[CH3:24].C(N(C(C)C)CC)(C)C. Given the product [C:23]([N:19]1[CH2:20][CH2:21][CH:16]([CH2:15][C:11]2([CH3:22])[S:10][C:9]([NH:8][C@H:2]3[CH2:3][CH:4]4[CH2:7][CH:1]3[CH2:6][CH2:5]4)=[N:13][C:12]2=[O:14])[CH2:17][CH2:18]1)(=[O:25])[CH3:24], predict the reactants needed to synthesize it. (4) Given the product [Cl:11][C:12]1[CH:13]=[C:14]([CH:17]=[CH:18][C:19]=1[C:20]([F:23])([F:22])[F:21])[CH:15]=[O:27], predict the reactants needed to synthesize it. The reactants are: [H-].C([Al+]CC(C)C)C(C)C.[Cl:11][C:12]1[CH:13]=[C:14]([CH:17]=[CH:18][C:19]=1[C:20]([F:23])([F:22])[F:21])[C:15]#N.C1C[O:27]CC1. (5) Given the product [Br:4][C:5]1[S:13][C:8]2[CH2:9][N:10]([CH2:14][CH3:15])[CH2:11][CH2:12][C:7]=2[CH:6]=1, predict the reactants needed to synthesize it. The reactants are: [BH4-].[Na+].Br.[Br:4][C:5]1[S:13][C:8]2[CH2:9][NH:10][CH2:11][CH2:12][C:7]=2[CH:6]=1.[C:14](O)(=O)[CH3:15]. (6) Given the product [C:27]([O:31][CH2:32][CH2:33][C:34]([N:16]1[CH2:17][CH2:18][CH:13]([O:12][C:9]2[C:10]([CH3:11])=[C:5]([O:4][C:3]3[CH:19]=[CH:20][C:21]([S:23]([CH3:26])(=[O:24])=[O:25])=[CH:22][C:2]=3[F:1])[N:6]=[CH:7][N:8]=2)[CH2:14][CH2:15]1)=[O:35])([CH3:30])([CH3:29])[CH3:28], predict the reactants needed to synthesize it. The reactants are: [F:1][C:2]1[CH:22]=[C:21]([S:23]([CH3:26])(=[O:25])=[O:24])[CH:20]=[CH:19][C:3]=1[O:4][C:5]1[C:10]([CH3:11])=[C:9]([O:12][CH:13]2[CH2:18][CH2:17][NH:16][CH2:15][CH2:14]2)[N:8]=[CH:7][N:6]=1.[C:27]([O:31][CH2:32][CH2:33][C:34](O)=[O:35])([CH3:30])([CH3:29])[CH3:28].CN(C(ON1N=NC2C=CC=NC1=2)=[N+](C)C)C.F[P-](F)(F)(F)(F)F.C(N(CC)CC)C. (7) Given the product [Cl:22][C:20]1[CH:19]=[CH:18][C:15]([CH:16]=[O:17])=[C:14]([C:6]2[N:2]([CH3:1])[C:3]([CH3:12])=[C:4]([C:7]([O:9][CH2:10][CH3:11])=[O:8])[CH:5]=2)[CH:21]=1, predict the reactants needed to synthesize it. The reactants are: [CH3:1][N:2]1[CH:6]=[CH:5][C:4]([C:7]([O:9][CH2:10][CH3:11])=[O:8])=[C:3]1[CH3:12].Br[C:14]1[CH:21]=[C:20]([Cl:22])[CH:19]=[CH:18][C:15]=1[CH:16]=[O:17].C([O-])(=O)C.[K+].C. (8) Given the product [CH:58]1([O:57][C:50]([NH:1][C@@H:2]2[C:16](=[O:17])[N:15]3[CH2:18][C@H:19]([O:21][C:22]4[C:23]5[S:36][CH:35]=[CH:34][C:24]=5[N:25]=[C:26]([C:28]5[CH:33]=[CH:32][CH:31]=[CH:30][N:29]=5)[N:27]=4)[CH2:20][C@H:14]3[C:13](=[O:37])[NH:12][C@:11]3([C:39]([O:41][CH3:42])=[O:40])[CH2:38][C@H:10]3[CH:9]=[CH:8][CH2:7][CH2:6][CH2:5][CH2:4][CH2:3]2)=[O:67])[CH2:63][CH2:62][CH2:61]1, predict the reactants needed to synthesize it. The reactants are: [NH2:1][C@@H:2]1[C:16](=[O:17])[N:15]2[CH2:18][C@H:19]([O:21][C:22]3[C:23]4[S:36][CH:35]=[CH:34][C:24]=4[N:25]=[C:26]([C:28]4[CH:33]=[CH:32][CH:31]=[CH:30][N:29]=4)[N:27]=3)[CH2:20][C@H:14]2[C:13](=[O:37])[NH:12][C@:11]2([C:39]([O:41][CH3:42])=[O:40])[CH2:38][C@H:10]2[CH:9]=[CH:8][CH2:7][CH2:6][CH2:5][CH2:4][CH2:3]1.C(N(CC)CC)C.[C:50](=[O:67])([O:57][C:58]1[CH:63]=[CH:62][C:61]([N+]([O-])=O)=CC=1)OC1CCCC1.C(=O)(O)[O-].[Na+]. (9) Given the product [CH3:21][C:14]1([CH3:20])[C:13]2[CH:12]=[C:11]3[NH:22][C:8]([C:3]4[C:2]([NH:1][C:23](=[O:25])[CH3:24])=[C:6]([CH3:7])[NH:5][N:4]=4)=[N:9][C:10]3=[CH:18][C:17]=2[NH:16][C:15]1=[O:19], predict the reactants needed to synthesize it. The reactants are: [NH2:1][C:2]1[C:3]([C:8]2[NH:22][C:11]3=[CH:12][C:13]4[C:14]([CH3:21])([CH3:20])[C:15](=[O:19])[NH:16][C:17]=4[CH:18]=[C:10]3[N:9]=2)=[N:4][NH:5][C:6]=1[CH3:7].[C:23](Cl)(=[O:25])[CH3:24]. (10) Given the product [C:1]([O:5][C:6]([N:7]1[C:12]2[CH:17]=[C:16]([Cl:18])[N:15]=[N:14][C:13]=2[C:9]([CH3:11])([CH3:10])[CH2:8]1)=[O:20])([CH3:4])([CH3:3])[CH3:2], predict the reactants needed to synthesize it. The reactants are: [C:1]([O:5][C:6](=[O:20])[N:7]([C:12]1[CH:17]=[C:16]([Cl:18])[N:15]=[N:14][C:13]=1Cl)[CH2:8][C:9]([CH3:11])=[CH2:10])([CH3:4])([CH3:3])[CH3:2].C([O-])=O.[Na+].CCN(CC)CC.